This data is from NCI-60 drug combinations with 297,098 pairs across 59 cell lines. The task is: Regression. Given two drug SMILES strings and cell line genomic features, predict the synergy score measuring deviation from expected non-interaction effect. (1) Drug 1: CC1C(C(=O)NC(C(=O)N2CCCC2C(=O)N(CC(=O)N(C(C(=O)O1)C(C)C)C)C)C(C)C)NC(=O)C3=C4C(=C(C=C3)C)OC5=C(C(=O)C(=C(C5=N4)C(=O)NC6C(OC(=O)C(N(C(=O)CN(C(=O)C7CCCN7C(=O)C(NC6=O)C(C)C)C)C)C(C)C)C)N)C. Drug 2: C1=NC(=NC(=O)N1C2C(C(C(O2)CO)O)O)N. Cell line: NCI-H460. Synergy scores: CSS=61.6, Synergy_ZIP=0.898, Synergy_Bliss=1.43, Synergy_Loewe=-3.35, Synergy_HSA=-1.87. (2) Drug 1: C1CN1P(=S)(N2CC2)N3CC3. Drug 2: CCN(CC)CCCC(C)NC1=C2C=C(C=CC2=NC3=C1C=CC(=C3)Cl)OC. Cell line: HOP-62. Synergy scores: CSS=28.7, Synergy_ZIP=-9.86, Synergy_Bliss=-0.358, Synergy_Loewe=0.0103, Synergy_HSA=1.16. (3) Drug 1: CCC(=C(C1=CC=CC=C1)C2=CC=C(C=C2)OCCN(C)C)C3=CC=CC=C3.C(C(=O)O)C(CC(=O)O)(C(=O)O)O. Drug 2: CNC(=O)C1=NC=CC(=C1)OC2=CC=C(C=C2)NC(=O)NC3=CC(=C(C=C3)Cl)C(F)(F)F. Cell line: DU-145. Synergy scores: CSS=5.67, Synergy_ZIP=0.122, Synergy_Bliss=0.623, Synergy_Loewe=-1.63, Synergy_HSA=-1.20.